Dataset: hERG potassium channel inhibition data for cardiac toxicity prediction from Karim et al.. Task: Regression/Classification. Given a drug SMILES string, predict its toxicity properties. Task type varies by dataset: regression for continuous values (e.g., LD50, hERG inhibition percentage) or binary classification for toxic/non-toxic outcomes (e.g., AMES mutagenicity, cardiotoxicity, hepatotoxicity). Dataset: herg_karim. The molecule is OCC1(N2CCC(n3c(N4C[C@@H]5CNC[C@@H]5C4)nc4ccccc43)CC2)CCCCCCC1. The result is 1 (blocker).